This data is from Full USPTO retrosynthesis dataset with 1.9M reactions from patents (1976-2016). The task is: Predict the reactants needed to synthesize the given product. (1) Given the product [ClH:31].[C:1]([N:5]1[C:9]([C:10]2[CH:15]=[CH:14][C:13]([F:16])=[CH:12][CH:11]=2)=[C:8]([C:17]2[S:18][CH:19]=[C:20]([CH:22]3[CH2:23][CH2:24][NH:25][CH2:26][CH2:27]3)[N:21]=2)[CH:7]=[N:6]1)([CH3:4])([CH3:2])[CH3:3], predict the reactants needed to synthesize it. The reactants are: [C:1]([N:5]1[C:9]([C:10]2[CH:15]=[CH:14][C:13]([F:16])=[CH:12][CH:11]=2)=[C:8]([C:17]2[S:18][CH:19]=[C:20]([CH:22]3[CH2:27][CH2:26][N:25](C(O)=O)[CH2:24][CH2:23]3)[N:21]=2)[CH:7]=[N:6]1)([CH3:4])([CH3:3])[CH3:2].[ClH:31].C(OCC)(=O)C. (2) Given the product [CH3:1][O:2][C:3]([N:5]1[CH2:10][C:9](=[O:11])[N:8]2[CH:12]([C:15]3[NH:32][C:18]([C:20]4[CH:25]=[CH:24][C:23]([Br:26])=[CH:22][CH:21]=4)=[CH:17][N:16]=3)[CH2:13][CH2:14][CH:7]2[CH2:6]1)=[O:4], predict the reactants needed to synthesize it. The reactants are: [CH3:1][O:2][C:3]([N:5]1[CH2:10][C:9](=[O:11])[N:8]2[CH:12]([C:15](=O)[NH:16][CH2:17][C:18]([C:20]3[CH:25]=[CH:24][C:23]([Br:26])=[CH:22][CH:21]=3)=O)[CH2:13][CH2:14][CH:7]2[CH2:6]1)=[O:4].C([O-])(=O)C.[NH4+:32].